This data is from Catalyst prediction with 721,799 reactions and 888 catalyst types from USPTO. The task is: Predict which catalyst facilitates the given reaction. (1) Reactant: [O:1]1[C:5]2[CH:6]=[CH:7][CH:8]=[C:9]([C:10]([CH3:20])([CH3:19])[CH2:11][C:12](=[O:18])[C:13]([O:15]CC)=[O:14])[C:4]=2[O:3][CH2:2]1.[OH-].[Na+]. Product: [O:1]1[C:5]2[CH:6]=[CH:7][CH:8]=[C:9]([C:10]([CH3:20])([CH3:19])[CH2:11][C:12](=[O:18])[C:13]([OH:15])=[O:14])[C:4]=2[O:3][CH2:2]1. The catalyst class is: 5. (2) Reactant: N1C=CC=CC=1.[N+:7]([C:10]1[CH:15]=[CH:14][C:13]([CH2:16][C:17]([OH:19])=[O:18])=[CH:12][CH:11]=1)([O-:9])=[O:8].[CH3:20][C:21]([CH3:26])([CH3:25])[C:22](Cl)=[O:23]. Product: [CH3:20][C:21]([CH3:26])([CH3:25])[C:22]([O:18][C:17](=[O:19])[CH2:16][C:13]1[CH:12]=[CH:11][C:10]([N+:7]([O-:9])=[O:8])=[CH:15][CH:14]=1)=[O:23]. The catalyst class is: 11. (3) Reactant: [C:1](Cl)(Cl)=[O:2].[OH:5][C:6]1[N:11]=[CH:10][C:9]([N:12]2[C:17](=[O:18])[CH2:16][C:15]([CH3:20])([CH3:19])[CH2:14][C:13]2=[O:21])=[CH:8][CH:7]=1.C(N(CC)C(C)C)(C)C.Cl.[CH3:32][O:33][C:34]1[CH:35]=[C:36]2[C:41](=[CH:42][C:43]=1[O:44][CH3:45])[CH2:40][NH:39][CH2:38][CH2:37]2.N12CCN(CC1)CC2. Product: [CH3:20][C:15]1([CH3:19])[CH2:16][C:17](=[O:18])[N:12]([C:9]2[CH:10]=[N:11][C:6]([O:5][C:1]([N:39]3[CH2:38][CH2:37][C:36]4[C:41](=[CH:42][C:43]([O:44][CH3:45])=[C:34]([O:33][CH3:32])[CH:35]=4)[CH2:40]3)=[O:2])=[CH:7][CH:8]=2)[C:13](=[O:21])[CH2:14]1. The catalyst class is: 4. (4) Reactant: [Br:1][C:2]1[CH:7]=[CH:6][C:5]([CH:8]2[C:10]3([C:14](=[O:15])[C:13]([CH2:17][CH3:18])([CH3:16])[O:12][C:11]3([CH2:20][CH3:21])[CH3:19])[O:9]2)=[C:4]([CH2:22][CH3:23])[CH:3]=1.S(=O)(=O)(O)O. Product: [Br:1][C:2]1[CH:7]=[CH:6][C:5]([CH:8]2[C:14](=[O:15])[C:13]([CH2:17][CH3:18])([CH3:16])[O:12][C:11]([CH2:20][CH3:21])([CH3:19])[C:10]2=[O:9])=[C:4]([CH2:22][CH3:23])[CH:3]=1. The catalyst class is: 4. (5) Reactant: [CH3:1][N:2]([CH2:13][C:14]1[NH:18][C:17]2[CH:19]=[CH:20][CH:21]=[C:22](C(O)=O)[C:16]=2[N:15]=1)[CH:3]1[C:12]2[N:11]=[CH:10][CH:9]=[CH:8][C:7]=2[CH2:6][CH2:5][CH2:4]1.[O:39]=[C:35]1[N:34](P(Cl)([N:34]2[CH2:38][CH2:37]O[C:35]2=[O:39])=O)[CH2:38][CH2:37]O1.[CH:41]([N:44](CC)[CH:45](C)C)(C)C. Product: [CH3:1][N:2]([CH2:13][C:14]1[NH:18][C:17]2[CH:19]=[CH:20][CH:21]=[C:22]([C:35]([NH:34][CH:38]3[CH2:37][CH2:45][NH:44][CH2:41]3)=[O:39])[C:16]=2[N:15]=1)[CH:3]1[C:12]2[N:11]=[CH:10][CH:9]=[CH:8][C:7]=2[CH2:6][CH2:5][CH2:4]1. The catalyst class is: 9. (6) The catalyst class is: 12. Product: [F:29][C:30]1[CH:35]=[CH:34][CH:33]=[CH:32][C:31]=1[C:2]1[CH:28]=[CH:27][C:5]([C:6]([NH:8][C:9]2[CH:14]=[CH:13][C:12]([O:15][CH3:16])=[C:11]([NH:17][C:18](=[O:26])[CH2:19][N:20]3[CH2:25][CH2:24][O:23][CH2:22][CH2:21]3)[CH:10]=2)=[O:7])=[CH:4][CH:3]=1. Reactant: Br[C:2]1[CH:28]=[CH:27][C:5]([C:6]([NH:8][C:9]2[CH:14]=[CH:13][C:12]([O:15][CH3:16])=[C:11]([NH:17][C:18](=[O:26])[CH2:19][N:20]3[CH2:25][CH2:24][O:23][CH2:22][CH2:21]3)[CH:10]=2)=[O:7])=[CH:4][CH:3]=1.[F:29][C:30]1[CH:35]=[CH:34][CH:33]=[CH:32][C:31]=1B(O)O.C(=O)([O-])[O-].[Na+].[Na+]. (7) Reactant: [N:1]([CH:4]([C:6]1[N:7]=[C:8]2[S:16][CH:15]=[CH:14][N:9]2[C:10](=[O:13])[C:11]=1Br)[CH3:5])=[N+:2]=[N-:3].[F:17][C:18]1[CH:19]=[C:20](B(O)O)[CH:21]=[CH:22][CH:23]=1.C(=O)([O-])[O-].[Na+].[Na+].O. Product: [N:1]([CH:4]([C:6]1[N:7]=[C:8]2[S:16][CH:15]=[CH:14][N:9]2[C:10](=[O:13])[C:11]=1[C:22]1[CH:21]=[CH:20][CH:19]=[C:18]([F:17])[CH:23]=1)[CH3:5])=[N+:2]=[N-:3]. The catalyst class is: 660.